This data is from Reaction yield outcomes from USPTO patents with 853,638 reactions. The task is: Predict the reaction yield, written as a fraction of the theoretical maximum amount of product (1.0 means a 100% yield; for example, 0.34 means a 34% yield). (1) The reactants are [C:1]([C:5]1[CH:10]=[CH:9][CH:8]=[CH:7][C:6]=1[N:11]1[CH2:16][CH2:15][N:14]([C:17]([C:19]2[N:20]([CH3:29])[C:21]3[C:26]([CH:27]=2)=[CH:25][C:24]([OH:28])=[CH:23][CH:22]=3)=[O:18])[CH2:13][CH2:12]1)([CH3:4])([CH3:3])[CH3:2].Br[CH2:31][C:32]([O:34][CH3:35])=[O:33].C(=O)([O-])[O-].[K+].[K+].CN(C)C=O. The catalyst is O. The product is [C:1]([C:5]1[CH:10]=[CH:9][CH:8]=[CH:7][C:6]=1[N:11]1[CH2:12][CH2:13][N:14]([C:17]([C:19]2[N:20]([CH3:29])[C:21]3[C:26]([CH:27]=2)=[CH:25][C:24]([O:28][CH2:31][C:32]([O:34][CH3:35])=[O:33])=[CH:23][CH:22]=3)=[O:18])[CH2:15][CH2:16]1)([CH3:4])([CH3:2])[CH3:3]. The yield is 0.840. (2) The reactants are I[C:2]1[N:3]([CH:8]([CH3:10])[CH3:9])[C:4]([I:7])=[CH:5][N:6]=1.[Li]CCCC. The catalyst is C1COCC1. The product is [I:7][C:4]1[N:3]([CH:8]([CH3:10])[CH3:9])[CH:2]=[N:6][CH:5]=1. The yield is 0.860. (3) The reactants are C[Si]([N:5]=[C:6]=[O:7])(C)C.[CH2:8]([O:10][C:11]([C:13]1[C:18]([O:19][CH2:20][CH3:21])=[C:17]([N:22]2[CH2:27][CH2:26][O:25][CH2:24][CH2:23]2)[N:16]=[C:15]([C:28]2[CH:33]=[CH:32][C:31]([NH2:34])=[CH:30][CH:29]=2)[N:14]=1)=[O:12])[CH3:9]. The catalyst is C1COCC1. The product is [CH2:8]([O:10][C:11]([C:13]1[C:18]([O:19][CH2:20][CH3:21])=[C:17]([N:22]2[CH2:23][CH2:24][O:25][CH2:26][CH2:27]2)[N:16]=[C:15]([C:28]2[CH:29]=[CH:30][C:31]([NH:34][C:6]([NH2:5])=[O:7])=[CH:32][CH:33]=2)[N:14]=1)=[O:12])[CH3:9]. The yield is 0.400. (4) The reactants are [NH:1]1[CH2:8][CH2:7][CH2:6][C@@H:2]1[C:3]([OH:5])=[O:4].[C:9](Cl)(=[O:13])[C:10]([CH3:12])=[CH2:11]. The catalyst is [OH-].[Na+].CC(C)=O. The product is [C:9]([N:1]1[CH2:8][CH2:7][CH2:6][C@@H:2]1[C:3]([OH:5])=[O:4])(=[O:13])[C:10]([CH3:12])=[CH2:11]. The yield is 0.680. (5) The reactants are [N:1]1[CH:6]=[CH:5][CH:4]=[C:3]([C:7]([S:9]C)=S)[CH:2]=1.Cl.[NH2:12][CH2:13][C:14]([O:16][CH3:17])=[O:15].C(N(CC)CC)C.O. The catalyst is CO. The product is [N:1]1[CH:6]=[CH:5][CH:4]=[C:3]([C:7](=[S:9])[NH:12][CH2:13][C:14]([O:16][CH3:17])=[O:15])[CH:2]=1. The yield is 0.640. (6) The reactants are [CH2:1]([S:3](Cl)(=[O:5])=[O:4])[CH3:2].[Br:7][C:8]1[CH:9]=[C:10]([CH:12]=[CH:13][C:14]=1[O:15][C:16]1[CH:21]=[CH:20][C:19]([F:22])=[CH:18][C:17]=1[F:23])[NH2:11].N1C=CC=CC=1.Cl. The catalyst is ClCCl. The product is [Br:7][C:8]1[CH:9]=[C:10]([NH:11][S:3]([CH2:1][CH3:2])(=[O:5])=[O:4])[CH:12]=[CH:13][C:14]=1[O:15][C:16]1[CH:21]=[CH:20][C:19]([F:22])=[CH:18][C:17]=1[F:23]. The yield is 0.990.